From a dataset of NCI-60 drug combinations with 297,098 pairs across 59 cell lines. Regression. Given two drug SMILES strings and cell line genomic features, predict the synergy score measuring deviation from expected non-interaction effect. (1) Drug 1: COC1=C2C(=CC3=C1OC=C3)C=CC(=O)O2. Drug 2: CC12CCC3C(C1CCC2OP(=O)(O)O)CCC4=C3C=CC(=C4)OC(=O)N(CCCl)CCCl.[Na+]. Cell line: IGROV1. Synergy scores: CSS=-0.770, Synergy_ZIP=-0.775, Synergy_Bliss=-0.168, Synergy_Loewe=-3.73, Synergy_HSA=-3.73. (2) Drug 1: C1=CN(C(=O)N=C1N)C2C(C(C(O2)CO)O)O.Cl. Drug 2: C(CC(=O)O)C(=O)CN.Cl. Cell line: NCI-H322M. Synergy scores: CSS=11.8, Synergy_ZIP=-3.57, Synergy_Bliss=5.86, Synergy_Loewe=-0.520, Synergy_HSA=2.52.